This data is from Catalyst prediction with 721,799 reactions and 888 catalyst types from USPTO. The task is: Predict which catalyst facilitates the given reaction. Reactant: [NH:1]1[C:9]2[C:4](=[CH:5][CH:6]=[CH:7][CH:8]=2)[CH:3]=[CH:2]1.[CH:10]([NH2:13])([CH3:12])[CH3:11].[CH:14](=O)[CH3:15].[C:17](OCC)(=O)[CH3:18].[C:23](O)(=O)C. Product: [NH:1]1[C:9]2[C:4](=[CH:5][CH:6]=[CH:7][CH:8]=2)[C:3]([CH:17]([N:13]([CH:14]([CH3:15])[CH3:23])[CH:10]([CH3:12])[CH3:11])[CH3:18])=[CH:2]1. The catalyst class is: 11.